Dataset: Reaction yield outcomes from USPTO patents with 853,638 reactions. Task: Predict the reaction yield, written as a fraction of the theoretical maximum amount of product (1.0 means a 100% yield; for example, 0.34 means a 34% yield). The reactants are [CH3:1][O:2][C:3]1[CH:20]=[CH:19][CH:18]=[C:17]([CH3:21])[C:4]=1[CH2:5][C:6]1[CH:16]=[CH:15][CH:14]=[C:8]2[C:9]([NH:11][C:12](=[O:13])[C:7]=12)=[O:10].[Br:22]N1C(=O)CCC1=O.C(OOC(=O)C1C=CC=CC=1)(=O)C1C=CC=CC=1. The yield is 0.860. The product is [Br:22][CH2:21][C:17]1[C:4]([CH2:5][C:6]2[CH:16]=[CH:15][CH:14]=[C:8]3[C:9]([NH:11][C:12](=[O:13])[C:7]=23)=[O:10])=[C:3]([O:2][CH3:1])[CH:20]=[CH:19][CH:18]=1. The catalyst is C(Cl)(Cl)(Cl)Cl.C(OCC)C.